From a dataset of Reaction yield outcomes from USPTO patents with 853,638 reactions. Predict the reaction yield, written as a fraction of the theoretical maximum amount of product (1.0 means a 100% yield; for example, 0.34 means a 34% yield). (1) The reactants are Br[C:2]1[CH:3]=[C:4]([NH:8][C@H:9]([C:17]([O:19][CH3:20])=[O:18])[CH2:10][C:11]2[CH:16]=[CH:15][CH:14]=[CH:13][CH:12]=2)[CH:5]=[CH:6][CH:7]=1.[F-].[Cs+].COCCOC.[CH2:29]([O:36][C:37]1[CH:42]=[CH:41][C:40](B(O)O)=[CH:39][CH:38]=1)[C:30]1[CH:35]=[CH:34][CH:33]=[CH:32][CH:31]=1. The catalyst is O.C1C=CC([P]([Pd]([P](C2C=CC=CC=2)(C2C=CC=CC=2)C2C=CC=CC=2)([P](C2C=CC=CC=2)(C2C=CC=CC=2)C2C=CC=CC=2)[P](C2C=CC=CC=2)(C2C=CC=CC=2)C2C=CC=CC=2)(C2C=CC=CC=2)C2C=CC=CC=2)=CC=1. The product is [CH2:29]([O:36][C:37]1[CH:42]=[CH:41][C:40]([C:2]2[CH:7]=[CH:6][CH:5]=[C:4]([NH:8][C@H:9]([C:17]([O:19][CH3:20])=[O:18])[CH2:10][C:11]3[CH:16]=[CH:15][CH:14]=[CH:13][CH:12]=3)[CH:3]=2)=[CH:39][CH:38]=1)[C:30]1[CH:35]=[CH:34][CH:33]=[CH:32][CH:31]=1. The yield is 0.950. (2) The reactants are [Cl:1][C:2]1[CH:3]=[C:4]([C:8]2[N:13]=[C:12]3[CH2:14][CH2:15][CH2:16][C:11]3=[C:10]([S:17]([C:20]3[CH:25]=[CH:24][C:23]([CH2:26][C:27]([O:29]C)=O)=[CH:22][CH:21]=3)(=[O:19])=[O:18])[CH:9]=2)[CH:5]=[CH:6][CH:7]=1.[NH3:31]. The catalyst is CO. The product is [Cl:1][C:2]1[CH:3]=[C:4]([C:8]2[N:13]=[C:12]3[CH2:14][CH2:15][CH2:16][C:11]3=[C:10]([S:17]([C:20]3[CH:25]=[CH:24][C:23]([CH2:26][C:27]([NH2:31])=[O:29])=[CH:22][CH:21]=3)(=[O:19])=[O:18])[CH:9]=2)[CH:5]=[CH:6][CH:7]=1. The yield is 0.530.